The task is: Predict the reaction yield, written as a fraction of the theoretical maximum amount of product (1.0 means a 100% yield; for example, 0.34 means a 34% yield).. This data is from Reaction yield outcomes from USPTO patents with 853,638 reactions. (1) The product is [Br:1][CH2:2][CH2:3][CH2:4][CH2:5][CH2:6][CH2:7][CH2:8][CH2:9][CH2:10][CH2:11][CH2:12][CH2:13][O:14][CH2:17][C:18]1[CH:23]=[CH:22][CH:21]=[CH:20][CH:19]=1. The catalyst is C1COCC1. The yield is 0.730. The reactants are [Br:1][CH2:2][CH2:3][CH2:4][CH2:5][CH2:6][CH2:7][CH2:8][CH2:9][CH2:10][CH2:11][CH2:12][CH2:13][OH:14].[H-].[Na+].[CH2:17](Br)[C:18]1[CH:23]=[CH:22][CH:21]=[CH:20][CH:19]=1.[Cl-].[NH4+]. (2) The reactants are Br[C:2]1[CH:3]=[CH:4][C:5]([C:9]2[N:13]=[CH:12][N:11](C(OC(C)(C)C)=O)[N:10]=2)=[N:6][C:7]=1[CH3:8].[CH:21]([N:24]1[C:29]2=[N:30][C:31](B3OC(C)(C)C(C)(C)O3)=[CH:32][N:33]=[C:28]2[NH:27][CH2:26][C:25]1=[O:43])([CH3:23])[CH3:22].C(=O)([O-])[O-].[Na+].[Na+]. The catalyst is CC(N(C)C)=O.O.[Pd].C1(P(C2C=CC=CC=2)C2C=CC=CC=2)C=CC=CC=1.C1(P(C2C=CC=CC=2)C2C=CC=CC=2)C=CC=CC=1.C1(P(C2C=CC=CC=2)C2C=CC=CC=2)C=CC=CC=1.C1(P(C2C=CC=CC=2)C2C=CC=CC=2)C=CC=CC=1. The product is [CH:21]([N:24]1[C:29]2=[N:30][C:31]([C:2]3[C:7]([CH3:8])=[N:6][C:5]([C:9]4[NH:13][CH:12]=[N:11][N:10]=4)=[CH:4][CH:3]=3)=[CH:32][N:33]=[C:28]2[NH:27][CH2:26][C:25]1=[O:43])([CH3:23])[CH3:22]. The yield is 0.410. (3) The reactants are Cl.[NH2:2][CH2:3][CH2:4][N:5]([CH3:33])[C:6]([C:8]1[S:20][C:19]2[C:18]3[CH:17]=[CH:16][CH:15]=[CH:14][C:13]=3[N:12]([CH2:21][C:22](=[O:29])[C:23]3[CH:28]=[CH:27][CH:26]=[CH:25][CH:24]=3)[C:11](=[O:30])[C:10]=2[C:9]=1[O:31][CH3:32])=[O:7].C(N(CC)CC)C.[CH3:41][O:42][CH2:43][C:44](Cl)=[O:45]. The catalyst is C1COCC1.C(=O)([O-])O.[Na+]. The product is [CH3:32][O:31][C:9]1[C:10]2[C:11](=[O:30])[N:12]([CH2:21][C:22](=[O:29])[C:23]3[CH:24]=[CH:25][CH:26]=[CH:27][CH:28]=3)[C:13]3[CH:14]=[CH:15][CH:16]=[CH:17][C:18]=3[C:19]=2[S:20][C:8]=1[C:6]([N:5]([CH2:4][CH2:3][NH:2][C:44](=[O:45])[CH2:43][O:42][CH3:41])[CH3:33])=[O:7]. The yield is 0.560.